Task: Predict which catalyst facilitates the given reaction.. Dataset: Catalyst prediction with 721,799 reactions and 888 catalyst types from USPTO (1) Product: [CH2:1]([O:5][CH2:6][CH2:7][CH2:8][SiH3:9])[CH:2]1[O:4][CH2:3]1. Reactant: [CH2:1]([O:5][CH2:6][CH2:7][CH2:8][Si:9](OC)(OC)OC)[CH:2]1[O:4][CH2:3]1.[N+]([O-])(O)=O. The catalyst class is: 21. (2) Reactant: [CH2:1]([O:8][C:9]1[CH:19]=[CH:18][C:12]([O:13][CH2:14][C@@H:15]2[CH2:17][O:16]2)=[CH:11][C:10]=1[S:20]([CH2:22][CH2:23][CH2:24][CH3:25])=[O:21])[C:2]1[CH:7]=[CH:6][CH:5]=[CH:4][CH:3]=1.C(S(CCCC)=O)CCC.S(C1C=CC([N+]([O-])=O)=CC=1)(OC[C@H]1OC1)(=O)=O.Cl.[NH2:54][C@H:55]1[CH2:60][CH2:59][C@H:58]([C:61]2[CH:75]=[CH:74][C:64]([O:65][C:66]([CH3:73])([CH3:72])[C:67]([O:69][CH2:70][CH3:71])=[O:68])=[CH:63][CH:62]=2)[CH2:57][CH2:56]1. Product: [CH2:1]([O:8][C:9]1[CH:19]=[CH:18][C:12]([O:13][CH2:14][C@@H:15]([OH:16])[CH2:17][NH:54][C@H:55]2[CH2:60][CH2:59][C@H:58]([C:61]3[CH:62]=[CH:63][C:64]([O:65][C:66]([CH3:72])([CH3:73])[C:67]([O:69][CH2:70][CH3:71])=[O:68])=[CH:74][CH:75]=3)[CH2:57][CH2:56]2)=[CH:11][C:10]=1[S:20]([CH2:22][CH2:23][CH2:24][CH3:25])=[O:21])[C:2]1[CH:7]=[CH:6][CH:5]=[CH:4][CH:3]=1. The catalyst class is: 357. (3) The catalyst class is: 16. Reactant: [NH2:1][CH2:2][CH2:3][N:4]([CH2:14][CH:15]1[CH2:20][CH2:19][CH2:18][CH2:17][CH2:16]1)[S:5]([C:8]1[CH:13]=[CH:12][CH:11]=[CH:10][N:9]=1)(=[O:7])=[O:6].F[C:22]1[CH:29]=[CH:28][C:25]([C:26]#[N:27])=[CH:24][CH:23]=1.CCN(C(C)C)C(C)C.O. Product: [C:26]([C:25]1[CH:28]=[CH:29][C:22]([NH:1][CH2:2][CH2:3][N:4]([CH2:14][CH:15]2[CH2:20][CH2:19][CH2:18][CH2:17][CH2:16]2)[S:5]([C:8]2[CH:13]=[CH:12][CH:11]=[CH:10][N:9]=2)(=[O:7])=[O:6])=[CH:23][CH:24]=1)#[N:27]. (4) Reactant: [CH:1]1N=C[N:3]([C:6]([N:8]2C=N[CH:10]=[CH:9]2)=[O:7])[CH:2]=1.[CH3:13][O:14][C:15]1[CH:16]=C([CH:20]=[C:21]([O:25][CH3:26])[C:22]=1[O:23][CH3:24])CN.NC1[CH:36]=[CH:35][C:31]([C:32]([OH:34])=[O:33])=[CH:30][CH:29]=1. Product: [CH3:26][O:25][C:21]1[CH:20]=[C:10]([CH:16]=[C:15]([O:14][CH3:13])[C:22]=1[O:23][CH3:24])[CH2:9][NH:8][C:6](=[O:7])[NH:3][CH2:2][C:1]1[CH:36]=[CH:35][C:31]([C:32]([OH:34])=[O:33])=[CH:30][CH:29]=1. The catalyst class is: 74. (5) Reactant: [CH3:1][O-:2].[Na+].[CH3:4][OH:5].Br[CH2:7][C:8]12[CH2:25][N:24]([S:26]([C:29]3[CH:34]=[CH:33][C:32]([CH3:35])=[CH:31][CH:30]=3)(=[O:28])=[O:27])[CH2:23][C:9]1([CH2:36]Br)[CH2:10][N:11]([S:13]([C:16]1[CH:21]=[CH:20][C:19]([CH3:22])=[CH:18][CH:17]=1)(=[O:15])=[O:14])[CH2:12]2. Product: [CH3:1][O:2][CH2:7][C:8]12[CH2:25][N:24]([S:26]([C:29]3[CH:34]=[CH:33][C:32]([CH3:35])=[CH:31][CH:30]=3)(=[O:28])=[O:27])[CH2:23][C:9]1([CH2:36][O:5][CH3:4])[CH2:10][N:11]([S:13]([C:16]1[CH:21]=[CH:20][C:19]([CH3:22])=[CH:18][CH:17]=1)(=[O:15])=[O:14])[CH2:12]2. The catalyst class is: 16. (6) Reactant: [C]=O.[C:3](=O)=[O:4].[H][H].[Ni:8]. Product: [C-:3]#[O+:4].[C-:3]#[O+:4].[C-:3]#[O+:4].[C-:3]#[O+:4].[Ni:8]. The catalyst class is: 769. (7) Reactant: [F:1][C:2]1([F:33])[O:6][C:5]2[CH:7]=[CH:8][C:9]([C:11]3([C:14]([NH:16][C:17]4[CH:22]=[CH:21][C:20]([CH3:23])=[C:19](B5OC(C)(C)C(C)(C)O5)[CH:18]=4)=[O:15])[CH2:13][CH2:12]3)=[CH:10][C:4]=2[O:3]1.Br[C:35]1[CH:46]=[CH:45][C:38]2[C:39](=[O:44])[NH:40][S:41](=[O:43])(=[O:42])[C:37]=2[CH:36]=1.C([O-])([O-])=O.[Na+].[Na+]. Product: [F:1][C:2]1([F:33])[O:6][C:5]2[CH:7]=[CH:8][C:9]([C:11]3([C:14]([NH:16][C:17]4[CH:22]=[CH:21][C:20]([CH3:23])=[C:19]([C:35]5[CH:46]=[CH:45][C:38]6[C:39](=[O:44])[NH:40][S:41](=[O:42])(=[O:43])[C:37]=6[CH:36]=5)[CH:18]=4)=[O:15])[CH2:12][CH2:13]3)=[CH:10][C:4]=2[O:3]1. The catalyst class is: 431. (8) Reactant: [F:1][C:2]1[CH:3]=[C:4]([CH:8]=[CH:9][C:10]=1[O:11][CH3:12])[C:5]([NH2:7])=O.[BH4-].[Na+].B(F)(F)F.CCOCC. Product: [F:1][C:2]1[CH:3]=[C:4]([CH:8]=[CH:9][C:10]=1[O:11][CH3:12])[CH2:5][NH2:7]. The catalyst class is: 54.